This data is from Forward reaction prediction with 1.9M reactions from USPTO patents (1976-2016). The task is: Predict the product of the given reaction. (1) Given the reactants CS([C:4]1[N:5]=[N:6][C:7]([C:10]2[CH:15]=[CH:14][CH:13]=[CH:12][CH:11]=2)=[CH:8][N:9]=1)=O.O.[NH2:17][NH2:18], predict the reaction product. The product is: [NH:17]([C:4]1[N:5]=[N:6][C:7]([C:10]2[CH:15]=[CH:14][CH:13]=[CH:12][CH:11]=2)=[CH:8][N:9]=1)[NH2:18]. (2) Given the reactants C([O:3][C:4](=[O:20])[C:5]1[CH:17]=[C:16]([CH2:18][OH:19])[CH:15]=[C:7]([C:8]([N:10]([CH3:14])[CH2:11][CH2:12][CH3:13])=[O:9])[CH:6]=1)C.[OH-].[Na+], predict the reaction product. The product is: [OH:19][CH2:18][C:16]1[CH:15]=[C:7]([C:8]([N:10]([CH3:14])[CH2:11][CH2:12][CH3:13])=[O:9])[CH:6]=[C:5]([CH:17]=1)[C:4]([OH:20])=[O:3]. (3) Given the reactants Cl[C:2]1[N:7]=[CH:6][N:5]=[C:4]([NH:8][C:9]2[CH:14]=[CH:13][C:12]([P:15]([CH3:18])([CH3:17])=[O:16])=[CH:11][CH:10]=2)[CH:3]=1.C(N(CC)CC)C.[C:26]12([NH2:36])[CH2:35][CH:30]3[CH2:31][CH:32]([CH2:34][CH:28]([CH2:29]3)[CH2:27]1)[CH2:33]2, predict the reaction product. The product is: [CH3:17][P:15]([C:12]1[CH:13]=[CH:14][C:9]([NH:8][C:4]2[CH:3]=[C:2]([NH:36][C:26]34[CH2:27][CH:28]5[CH2:34][CH:32]([CH2:31][CH:30]([CH2:29]5)[CH2:35]3)[CH2:33]4)[N:7]=[CH:6][N:5]=2)=[CH:10][CH:11]=1)([CH3:18])=[O:16]. (4) The product is: [Br:20][C:21]1[CH:26]=[CH:25][C:24]([F:27])=[CH:23][C:22]=1[CH2:28][N:14]1[N:18]=[N:17][C:16]([CH3:19])=[N:15]1. Given the reactants ClC1C=CC(/C=C/C(O)=O)=C(C[N:14]2[N:18]=[N:17][C:16]([CH3:19])=[N:15]2)C=1.[Br:20][C:21]1[CH:26]=[CH:25][C:24]([F:27])=[CH:23][C:22]=1[CH2:28]Br.CC1NN=NN=1, predict the reaction product. (5) Given the reactants [Br:1][C:2]1[CH:3]=[C:4]2[C:10]([C:11](=O)[C:12]#[C:13][C:14]([C:20]3[CH:25]=[CH:24][N:23]=[CH:22][C:21]=3[F:26])([O:16][CH2:17][O:18][CH3:19])[CH3:15])=[CH:9][NH:8][C:5]2=[N:6][CH:7]=1.C([O-])([O-])=O.[K+].[K+].C(=O)([O-])[O-].[NH2:38][C:39]([NH2:41])=[NH2+:40].[NH2:38][C:39]([NH2:41])=[NH2+:40].O, predict the reaction product. The product is: [Br:1][C:2]1[CH:3]=[C:4]2[C:10]([C:11]3[CH:12]=[C:13]([C:14]([C:20]4[CH:25]=[CH:24][N:23]=[CH:22][C:21]=4[F:26])([O:16][CH2:17][O:18][CH3:19])[CH3:15])[N:40]=[C:39]([NH2:41])[N:38]=3)=[CH:9][NH:8][C:5]2=[N:6][CH:7]=1. (6) Given the reactants [NH2:1][C:2]1[C:3]2[C:10](I)=[CH:9][N:8]([CH:12]3[CH2:15][C:14]4([CH2:19][NH:18][C:17](=[O:20])[O:16]4)[CH2:13]3)[C:4]=2[N:5]=[CH:6][N:7]=1.CC1(C)C(C)(C)OB([C:29]2[CH:34]=[CH:33][CH:32]=[C:31]([O:35][CH2:36][C@@H:37]3[CH2:41][CH2:40][CH2:39][O:38]3)[CH:30]=2)O1, predict the reaction product. The product is: [NH2:1][C:2]1[C:3]2[C:10]([C:29]3[CH:34]=[CH:33][CH:32]=[C:31]([O:35][CH2:36][C@@H:37]4[CH2:41][CH2:40][CH2:39][O:38]4)[CH:30]=3)=[CH:9][N:8]([CH:12]3[CH2:15][C:14]4([CH2:19][NH:18][C:17](=[O:20])[O:16]4)[CH2:13]3)[C:4]=2[N:5]=[CH:6][N:7]=1. (7) Given the reactants [NH2:1][CH2:2][C:3]([O:5][CH2:6][CH2:7][CH2:8][CH2:9][O:10][N+:11]([O-:13])=[O:12])=[O:4].Cl[C:15]([O:17][C:18]1[CH:23]=[CH:22][C:21]([N+:24]([O-:26])=[O:25])=[CH:20][CH:19]=1)=[O:16].[N+](OCCCC(OCCNC(OC1C=CC([N+]([O-])=O)=CC=1)=O)=O)([O-])=O, predict the reaction product. The product is: [N+:24]([C:21]1[CH:22]=[CH:23][C:18]([O:17][C:15]([NH:1][CH2:2][C:3]([O:5][CH2:6][CH2:7][CH2:8][CH2:9][O:10][N+:11]([O-:13])=[O:12])=[O:4])=[O:16])=[CH:19][CH:20]=1)([O-:26])=[O:25]. (8) Given the reactants [CH:1]([C:3]1[CH:10]=[C:9]([Cl:11])[CH:8]=[CH:7][C:4]=1[C:5]#[N:6])=[O:2].[C:12]1([Mg]Br)[CH:17]=[CH:16][CH:15]=[CH:14][CH:13]=1.O, predict the reaction product. The product is: [ClH:11].[Cl:11][C:9]1[CH:10]=[C:3]2[C:4](=[CH:7][CH:8]=1)[C:5](=[NH:6])[O:2][CH:1]2[C:12]1[CH:17]=[CH:16][CH:15]=[CH:14][CH:13]=1. (9) Given the reactants Cl.CO.[CH3:4][C:5]1[C:10]([CH3:11])=[C:9]([S:12]([NH:15][C:16]([NH2:33])=[N:17][CH2:18][CH2:19][CH2:20][C@H:21]([NH:25]C(OC(C)(C)C)=O)[C:22]([OH:24])=O)(=[O:14])=[O:13])[C:8]([CH3:34])=[C:7]2[CH2:35][C:36]([CH3:39])([CH3:38])[O:37][C:6]=12.[C:40](=O)([O-])[O-:41].[Na+].[Na+], predict the reaction product. The product is: [NH2:25][C@H:21]([C:22]([O:41][CH3:40])=[O:24])[CH2:20][CH2:19][CH2:18][NH:17][C:16](=[NH:33])[NH:15][S:12]([C:9]1[C:8]([CH3:34])=[C:7]2[C:6]([O:37][C:36]([CH2:35]2)([CH3:39])[CH3:38])=[C:5]([CH3:4])[C:10]=1[CH3:11])(=[O:14])=[O:13].